Predict the reaction yield, written as a fraction of the theoretical maximum amount of product (1.0 means a 100% yield; for example, 0.34 means a 34% yield). From a dataset of Reaction yield outcomes from USPTO patents with 853,638 reactions. (1) The reactants are [CH3:1][CH:2]1[CH2:6][NH:5][CH2:4][CH:3]1[C:7]([OH:9])=[O:8].[CH2:10]([O:16][C:17]1[CH:24]=[CH:23][C:20]([CH:21]=O)=[CH:19][CH:18]=1)[CH2:11][CH2:12][CH2:13][CH2:14][CH3:15].CO.C([BH3-])#N. The catalyst is C(Cl)Cl. The product is [CH2:10]([O:16][C:17]1[CH:24]=[CH:23][C:20]([CH2:21][N:5]2[CH2:6][CH:2]([CH3:1])[CH:3]([C:7]([OH:9])=[O:8])[CH2:4]2)=[CH:19][CH:18]=1)[CH2:11][CH2:12][CH2:13][CH2:14][CH3:15]. The yield is 0.335. (2) The reactants are [Cl:1][C:2]1[CH:3]=[N:4][CH:5]=[C:6]([Cl:18])[C:7]=1[CH2:8][S:9][C:10]1[N:15]=[C:14]([OH:16])[CH:13]=[C:12]([CH3:17])[N:11]=1.Cl.O1CCOCC1. The catalyst is CO. The product is [ClH:1].[Cl:18][C:6]1[CH:5]=[N:4][CH:3]=[C:2]([Cl:1])[C:7]=1[CH2:8][S:9][C:10]1[N:15]=[C:14]([OH:16])[CH:13]=[C:12]([CH3:17])[N:11]=1. The yield is 0.730. (3) The reactants are C[O:2][C:3]1[C:10]([O:11][CH3:12])=[C:9]([O:13][CH3:14])[C:8]([O:15]C)=[C:7]([CH3:17])[C:4]=1[CH:5]=O.Br[C:19]1[CH:24]=[CH:23][C:22]([CH:25]2OCCO2)=[CH:21][CH:20]=1.[Mg].[OH2:31].[CH2:32]1[CH2:36][O:35]CC1. No catalyst specified. The product is [CH3:14][O:13][C:9]1[C:8](=[O:15])[C:7]([CH3:17])=[C:4]([CH2:5][C:19]2[CH:20]=[CH:21][C:22]([CH2:25][CH2:32][C:36]([OH:31])=[O:35])=[CH:23][CH:24]=2)[C:3](=[O:2])[C:10]=1[O:11][CH3:12]. The yield is 0.960.